Dataset: Reaction yield outcomes from USPTO patents with 853,638 reactions. Task: Predict the reaction yield, written as a fraction of the theoretical maximum amount of product (1.0 means a 100% yield; for example, 0.34 means a 34% yield). (1) The reactants are Cl[C:2]1[C:7]([CH:8]([CH2:13][CH2:14][CH3:15])[C:9]([O:11][CH3:12])=[O:10])=[C:6]([CH3:16])[N:5]=[C:4]([N:17]2[CH2:22][CH2:21][CH2:20][CH2:19][CH2:18]2)[N:3]=1.C(N(CC)C(C)C)(C)C.[CH:32]([C:35]1[CH:40]=[CH:39][C:38](B(O)O)=[CH:37][CH:36]=1)([CH3:34])[CH3:33]. The catalyst is COCCOC.O.[Pd].C1(P(C2C=CC=CC=2)C2C=CC=CC=2)C=CC=CC=1.C1(P(C2C=CC=CC=2)C2C=CC=CC=2)C=CC=CC=1.C1(P(C2C=CC=CC=2)C2C=CC=CC=2)C=CC=CC=1.C1(P(C2C=CC=CC=2)C2C=CC=CC=2)C=CC=CC=1. The product is [CH:32]([C:35]1[CH:40]=[CH:39][C:38]([C:2]2[C:7]([CH:8]([CH2:13][CH2:14][CH3:15])[C:9]([O:11][CH3:12])=[O:10])=[C:6]([CH3:16])[N:5]=[C:4]([N:17]3[CH2:22][CH2:21][CH2:20][CH2:19][CH2:18]3)[N:3]=2)=[CH:37][CH:36]=1)([CH3:34])[CH3:33]. The yield is 0.710. (2) The reactants are [CH3:1][Si](C=[N+]=[N-])(C)C.[Br:8][C:9]1[CH:14]=[CH:13][C:12]([NH:15][C:16]2[C:21]([C:22]([OH:24])=[O:23])=[CH:20][N:19]=[C:18]([Cl:25])[C:17]=2[F:26])=[C:11]([F:27])[CH:10]=1.C1COCC1. The catalyst is CO. The product is [CH3:1][O:23][C:22](=[O:24])[C:21]1[C:16]([NH:15][C:12]2[CH:13]=[CH:14][C:9]([Br:8])=[CH:10][C:11]=2[F:27])=[C:17]([F:26])[C:18]([Cl:25])=[N:19][CH:20]=1. The yield is 0.920.